Dataset: Catalyst prediction with 721,799 reactions and 888 catalyst types from USPTO. Task: Predict which catalyst facilitates the given reaction. The catalyst class is: 16. Reactant: [N:1]1[CH:2]=[N:3][N:4]2[CH:9]=[C:8]([CH2:10][C:11]([C:13]3[CH:18]=[CH:17][CH:16]=[C:15]([CH3:19])[N:14]=3)=[O:12])[CH:7]=[CH:6][C:5]=12.Br.C([O-])([O-])=[O:22].[K+].[K+]. Product: [N:1]1[CH:2]=[N:3][N:4]2[CH:9]=[C:8]([C:10](=[O:22])[C:11]([C:13]3[CH:18]=[CH:17][CH:16]=[C:15]([CH3:19])[N:14]=3)=[O:12])[CH:7]=[CH:6][C:5]=12.